Task: Predict the product of the given reaction.. Dataset: Forward reaction prediction with 1.9M reactions from USPTO patents (1976-2016) (1) Given the reactants [OH:1][C:2]1[CH:7]=[CH:6][C:5]([CH2:8][C:9]([NH:11][C@H:12]2[CH2:17][CH2:16][C@@H:15]([CH:18]=[C:19]([CH3:21])[CH3:20])[CH2:14][CH2:13]2)=[O:10])=[CH:4][C:3]=1[O:22][CH3:23], predict the reaction product. The product is: [OH:1][C:2]1[CH:7]=[CH:6][C:5]([CH2:8][C:9]([NH:11][C@H:12]2[CH2:17][CH2:16][C@@H:15]([CH2:18][CH:19]([CH3:21])[CH3:20])[CH2:14][CH2:13]2)=[O:10])=[CH:4][C:3]=1[O:22][CH3:23]. (2) Given the reactants [CH2:1]([N:5]1[CH:9]=[CH:8][N:7]=[N:6]1)[CH2:2][CH2:3][CH3:4].CN([CH:13]=[O:14])C.[BH4-].[Na+].O, predict the reaction product. The product is: [CH2:1]([N:5]1[C:9]([CH2:13][OH:14])=[CH:8][N:7]=[N:6]1)[CH2:2][CH2:3][CH3:4]. (3) Given the reactants [OH:1][C:2]1[CH:14]=[C:13]([O:15][CH2:16][C:17](=O)[C:18]2[CH:27]=[CH:26][C:25]3[C:24]([CH3:29])([CH3:28])[CH2:23][CH2:22][C:21]([CH3:31])([CH3:30])[C:20]=3[CH:19]=2)[CH:12]=[CH:11][C:3]=1[C:4]([O:6][CH2:7][CH:8]([CH3:10])[CH3:9])=[O:5].Cl.[NH2:34][OH:35], predict the reaction product. The product is: [OH:1][C:2]1[CH:14]=[C:13]([O:15][CH2:16][C:17](=[N:34][OH:35])[C:18]2[CH:27]=[CH:26][C:25]3[C:24]([CH3:29])([CH3:28])[CH2:23][CH2:22][C:21]([CH3:31])([CH3:30])[C:20]=3[CH:19]=2)[CH:12]=[CH:11][C:3]=1[C:4]([O:6][CH2:7][CH:8]([CH3:10])[CH3:9])=[O:5]. (4) Given the reactants NC1N=[C:9]2[C:5]([N:6]=[CH:7][N:8]2[C@@H:11]2[O:15][C@H:14]([CH2:16][OH:17])[C@:13]([CH2:19][OH:20])([CH3:18])[C@H:12]2[OH:21])=[C:4](Cl)[N:3]=1.NC1N=C(Cl)N=C2C=1N=CN2[C@@H]1[O:38][C@H](CO)[C@](CO)(C)[C@H]1O, predict the reaction product. The product is: [NH2:3][C:4]1[CH:5]=[CH:9][N:8]([C@H:11]2[C@H:12]([OH:21])[C@@:13]([CH2:19][OH:20])([CH3:18])[C@@H:14]([CH2:16][OH:17])[O:15]2)[C:7](=[O:38])[N:6]=1. (5) Given the reactants [Cl:1][C:2]1[N:3]=[C:4]2[N:8]([C:9]=1[S:10](Cl)(=[O:12])=[O:11])[CH:7]=[CH:6][S:5]2.FC(F)(F)C([N:18]1[CH2:24][CH2:23][CH2:22][C:21]2[CH:25]=[CH:26][C:27]([NH2:29])=[CH:28][C:20]=2[CH2:19]1)=O.N1C=CC=CC=1.O, predict the reaction product. The product is: [Cl:1][C:2]1[N:3]=[C:4]2[N:8]([C:9]=1[S:10]([NH:29][C:27]1[CH:26]=[CH:25][C:21]3[CH2:22][CH2:23][CH2:24][NH:18][CH2:19][C:20]=3[CH:28]=1)(=[O:12])=[O:11])[CH:7]=[CH:6][S:5]2. (6) Given the reactants [CH2:1]([O:3][C:4]([C:6]1[S:7][C:8](Br)=[CH:9][CH:10]=1)=[O:5])[CH3:2].C(N(CC)CC)C.[CH3:19][C:20]([CH3:24])([CH3:23])[C:21]#[CH:22], predict the reaction product. The product is: [CH2:1]([O:3][C:4]([C:6]1[S:7][C:8]([C:22]#[C:21][C:20]([CH3:24])([CH3:23])[CH3:19])=[CH:9][CH:10]=1)=[O:5])[CH3:2]. (7) Given the reactants [CH:1]1([NH:4][C:5]([NH:7][C:8]2[CH:29]=[CH:28][C:11]([O:12][C:13]3[C:22]4[C:17](=[CH:18][C:19]([O:26][CH3:27])=[C:20]([C:23]([OH:25])=O)[CH:21]=4)[N:16]=[CH:15][CH:14]=3)=[CH:10][C:9]=2[CH3:30])=[O:6])[CH2:3][CH2:2]1.Cl.[O:32]([NH2:34])[CH3:33], predict the reaction product. The product is: [CH3:33][O:32][NH:34][C:23]([C:20]1[CH:21]=[C:22]2[C:17](=[CH:18][C:19]=1[O:26][CH3:27])[N:16]=[CH:15][CH:14]=[C:13]2[O:12][C:11]1[CH:28]=[CH:29][C:8]([NH:7][C:5]([NH:4][CH:1]2[CH2:3][CH2:2]2)=[O:6])=[C:9]([CH3:30])[CH:10]=1)=[O:25]. (8) Given the reactants [F:1][C:2]([F:11])([CH:5]([F:10])[C:6]([F:9])([F:8])[F:7])[CH2:3][OH:4].[Cr](O[Cr]([O-])(=O)=O)([O-])(=O)=[O:13].[K+].[K+].S(=O)(=O)(O)O, predict the reaction product. The product is: [F:1][C:2]([F:11])([CH:5]([F:10])[C:6]([F:9])([F:7])[F:8])[C:3]([OH:13])=[O:4]. (9) The product is: [F:1][C:2]1[CH:24]=[C:23]([O:25][C:26]([F:27])([F:29])[F:28])[CH:22]=[CH:21][C:3]=1[CH2:4][N:5]1[C:6]2[CH:11]=[C:10]([O:12][CH2:13][C:14]3[CH:18]=[CH:17][N:16]([CH3:19])[N:15]=3)[CH:9]=[CH:8][C:7]=2[N:20]=[C:4]1[C@H:3]1[CH2:21][CH2:22][CH2:23][CH2:24][C@H:2]1[C:36]([OH:37])=[O:39]. Given the reactants [F:1][C:2]1[CH:24]=[C:23]([O:25][C:26]([F:29])([F:28])[F:27])[CH:22]=[CH:21][C:3]=1[CH2:4][NH:5][C:6]1[C:7]([NH2:20])=[CH:8][CH:9]=[C:10]([O:12][CH2:13][C:14]2[CH:18]=[CH:17][N:16]([CH3:19])[N:15]=2)[CH:11]=1.S([O-])([O-])=O.[Na+].[Na+].[C:36](=[O:39])(O)[O-:37].[Na+], predict the reaction product. (10) Given the reactants [F:1][C:2]1[CH:7]=[CH:6][CH:5]=[C:4]([F:8])[C:3]=1[NH:9][C:10]1[C:15]([CH:16]=O)=[CH:14][N:13]=[C:12]([S:18][CH3:19])[N:11]=1.BrCC([C:24]1[CH:29]=[CH:28][CH:27]=[CH:26][C:25]=1[F:30])=O.[C:31](=[O:34])([O-])[O-].[K+].[K+].[CH3:37]N(C=O)C, predict the reaction product. The product is: [F:1][C:2]1[CH:7]=[CH:6][CH:5]=[C:4]([F:8])[C:3]=1[N:9]1[C:10]2[N:11]=[C:12]([S:18][CH3:19])[N:13]=[CH:14][C:15]=2[CH:16]=[C:37]1[C:31]([C:28]1[CH:27]=[CH:26][C:25]([F:30])=[CH:24][CH:29]=1)=[O:34].